From a dataset of Catalyst prediction with 721,799 reactions and 888 catalyst types from USPTO. Predict which catalyst facilitates the given reaction. (1) Reactant: [Cl:1][C:2]1[CH:3]=[C:4]([C@H:8]([O:22][CH2:23][CH2:24][C:25]([NH:27][CH3:28])=[O:26])[C@@H:9]2[CH2:14][CH2:13][CH2:12][N:11](C(OC(C)(C)C)=O)[CH2:10]2)[CH:5]=[CH:6][CH:7]=1. Product: [Cl:1][C:2]1[CH:3]=[C:4]([C@@H:8]([C@@H:9]2[CH2:14][CH2:13][CH2:12][NH:11][CH2:10]2)[O:22][CH2:23][CH2:24][C:25]([NH:27][CH3:28])=[O:26])[CH:5]=[CH:6][CH:7]=1. The catalyst class is: 137. (2) Reactant: Cl[C:2]1[C:3]2[CH:10]=[CH:9][N:8]([C@@H:11]3[O:26][C@H:25]([CH2:27][O:28][CH2:29][C:30]4[CH:35]=[CH:34][C:33]([Cl:36])=[CH:32][C:31]=4[Cl:37])[C@@H:14]([O:15][CH2:16][C:17]4[CH:22]=[CH:21][C:20]([Cl:23])=[CH:19][C:18]=4[Cl:24])[C@@:12]3([CH2:38][OH:39])[OH:13])[C:4]=2[N:5]=[CH:6][N:7]=1.[NH3:40]. Product: [NH2:40][C:2]1[C:3]2[CH:10]=[CH:9][N:8]([C@@H:11]3[O:26][C@H:25]([CH2:14][O:15][CH2:16][C:17]4[CH:22]=[CH:21][C:20]([Cl:23])=[CH:19][C:18]=4[Cl:24])[C@@H:27]([O:28][CH2:29][C:30]4[CH:35]=[CH:34][C:33]([Cl:36])=[CH:32][C:31]=4[Cl:37])[C@@:12]3([CH2:38][OH:39])[OH:13])[C:4]=2[N:5]=[CH:6][N:7]=1. The catalyst class is: 12. (3) Reactant: [C:1]12[C:7](=[CH:8][CH:9]=[CH:10][CH:11]=1)[NH:6]C(=O)[O:4][C:2]2=O.[C:13]([O:17][CH2:18][CH3:19])(=[O:16])[NH:14][NH2:15].C(O)C. The catalyst class is: 13. Product: [NH2:6][C:7]1[CH:8]=[CH:9][CH:10]=[CH:11][C:1]=1[C:2]([NH:15][NH:14][C:13]([O:17][CH2:18][CH3:19])=[O:16])=[O:4]. (4) Reactant: [CH3:1][O:2][C:3]([C:5]1[C:13]([NH:14][C:15]2[CH:20]=[CH:19][C:18]([Br:21])=[CH:17][C:16]=2[Cl:22])=[C:12]([F:23])[C:8]2[N:9]=[CH:10][NH:11][C:7]=2[CH:6]=1)=[O:4].Br[CH2:25][CH:26]1[CH2:31][CH2:30][CH2:29][CH2:28][O:27]1.C(=O)([O-])[O-].[K+].[K+]. Product: [CH3:1][O:2][C:3]([C:5]1[C:13]([NH:14][C:15]2[CH:20]=[CH:19][C:18]([Br:21])=[CH:17][C:16]=2[Cl:22])=[C:12]([F:23])[C:8]2[N:9]=[CH:10][N:11]([CH2:25][CH:26]3[CH2:31][CH2:30][CH2:29][CH2:28][O:27]3)[C:7]=2[CH:6]=1)=[O:4]. The catalyst class is: 288.